This data is from Forward reaction prediction with 1.9M reactions from USPTO patents (1976-2016). The task is: Predict the product of the given reaction. (1) Given the reactants [Br:1]Br.[F:3][C:4]1[CH:25]=[CH:24][CH:23]=[C:22]([F:26])[C:5]=1[CH2:6][O:7][C:8]1[C:9]2[N:10]([C:15]([C:19](=[O:21])[CH3:20])=[C:16]([CH3:18])[N:17]=2)[CH:11]=[C:12]([CH3:14])[CH:13]=1.C(OC(C)C)(C)C, predict the reaction product. The product is: [Br:1][CH2:20][C:19]([C:15]1[N:10]2[CH:11]=[C:12]([CH3:14])[CH:13]=[C:8]([O:7][CH2:6][C:5]3[C:22]([F:26])=[CH:23][CH:24]=[CH:25][C:4]=3[F:3])[C:9]2=[N:17][C:16]=1[CH3:18])=[O:21]. (2) Given the reactants Cl[C:2]1[N:7]=[CH:6][C:5]([O:8][C:9]2[CH:10]=[CH:11][C:12]3[N:16]=[C:15]([CH2:17][O:18][C:19]4[CH:20]=[C:21]([CH:25]=[CH:26][CH:27]=4)[C:22]([OH:24])=[O:23])[N:14]([CH3:28])[C:13]=3[CH:29]=2)=[CH:4][CH:3]=1.[H-].[Na+].[CH3:32][OH:33], predict the reaction product. The product is: [CH3:32][O:33][C:2]1[N:7]=[CH:6][C:5]([O:8][C:9]2[CH:10]=[CH:11][C:12]3[N:16]=[C:15]([CH2:17][O:18][C:19]4[CH:20]=[C:21]([CH:25]=[CH:26][CH:27]=4)[C:22]([OH:24])=[O:23])[N:14]([CH3:28])[C:13]=3[CH:29]=2)=[CH:4][CH:3]=1.